This data is from Catalyst prediction with 721,799 reactions and 888 catalyst types from USPTO. The task is: Predict which catalyst facilitates the given reaction. (1) Reactant: Br[C:2]1[CH:24]=[CH:23][CH:22]=[CH:21][C:3]=1[CH2:4][N:5]([CH:18]1[CH2:20][CH2:19]1)[C:6]([C:8]1[C:9]([CH:15]([F:17])[F:16])=[N:10][N:11]([CH3:14])[C:12]=1[F:13])=[O:7].C(=O)([O-])[O-].[K+].[K+].[CH3:31][C:32]1[CH:33]=[C:34](B(O)O)[S:35][CH:36]=1. The catalyst class is: 38. Product: [CH:18]1([N:5]([CH2:4][C:3]2[CH:21]=[CH:22][CH:23]=[CH:24][C:2]=2[C:34]2[S:35][CH:36]=[C:32]([CH3:31])[CH:33]=2)[C:6]([C:8]2[C:9]([CH:15]([F:17])[F:16])=[N:10][N:11]([CH3:14])[C:12]=2[F:13])=[O:7])[CH2:20][CH2:19]1. (2) Reactant: [NH:1]1[CH2:6][CH2:5][NH:4][CH2:3][CH2:2]1.Cl[CH2:8][Si:9]([CH3:16])([O:13][CH2:14][CH3:15])[O:10][CH2:11][CH3:12].[SiH4]. Product: [CH3:8][Si:9]([CH2:16][N:1]1[CH2:6][CH2:5][NH:4][CH2:3][CH2:2]1)([O:13][CH2:14][CH3:15])[O:10][CH2:11][CH3:12]. The catalyst class is: 12. (3) Reactant: C([O:5][C:6](=[O:45])[C:7]([O:10]/[N:11]=[C:12](/[C:32]1[N:33]=[C:34]([NH:37]C(OC(C)(C)C)=O)[S:35][CH:36]=1)\[C:13]([NH:15][C@H:16]1[C@@H:19]([CH2:20][N:21]2[CH2:25][CH2:24][CH2:23][C:22]2=[O:26])[N:18]([S:27]([OH:30])(=[O:29])=[O:28])[C:17]1=[O:31])=[O:14])([CH3:9])[CH3:8])(C)(C)C.C(O)(C(F)(F)F)=O. Product: [NH2:37][C:34]1[S:35][CH:36]=[C:32](/[C:12](=[N:11]/[O:10][C:7]([CH3:9])([CH3:8])[C:6]([OH:45])=[O:5])/[C:13](=[O:14])[NH:15][C@H:16]2[C@@H:19]([CH2:20][N:21]3[CH2:25][CH2:24][CH2:23][C:22]3=[O:26])[N:18]([S:27]([OH:30])(=[O:28])=[O:29])[C:17]2=[O:31])[N:33]=1. The catalyst class is: 2. (4) Reactant: [Cl-].[In+3].[Cl-].[Cl-].FC(F)(F)C(O)=O.[F:12][C:13]1[CH:18]=[C:17]([C:19]([F:22])([F:21])[F:20])[CH:16]=[CH:15][C:14]=1[CH:23](O)[CH:24]1[CH2:26][CH:25]1[C:27]#[N:28].[F:30][C:31]1[CH:32]=[C:33]2[C:37](=[C:38]([CH2:40][S:41]([CH3:44])(=[O:43])=[O:42])[CH:39]=1)[NH:36][CH:35]=[CH:34]2. Product: [F:30][C:31]1[CH:32]=[C:33]2[C:37](=[C:38]([CH2:40][S:41]([CH3:44])(=[O:42])=[O:43])[CH:39]=1)[NH:36][CH:35]=[C:34]2[CH:23]([C:14]1[CH:15]=[CH:16][C:17]([C:19]([F:22])([F:21])[F:20])=[CH:18][C:13]=1[F:12])[CH:24]1[CH2:26][CH:25]1[C:27]#[N:28]. The catalyst class is: 26.